Dataset: Reaction yield outcomes from USPTO patents with 853,638 reactions. Task: Predict the reaction yield, written as a fraction of the theoretical maximum amount of product (1.0 means a 100% yield; for example, 0.34 means a 34% yield). The reactants are [CH3:1][CH:2]([CH3:36])[C@H:3]([NH:31][C:32](=[O:35])[O:33][CH3:34])[C:4]([N:6]1[CH2:10][C@@H:9]([CH3:11])[CH2:8][C@H:7]1[C:12]1[NH:13][CH:14]=[C:15]([C:17]#[C:18][C:19]2[CH:24]=[CH:23][C:22]([C:25]#[C:26][Si](C)(C)C)=[CH:21][CH:20]=2)[N:16]=1)=[O:5].I[C:38]1[N:39]=[C:40]([C@H:43]2[CH2:47][C@H:46]([CH3:48])[CH2:45][N:44]2[C:49]([C@@H:51]([NH:55][C:56](=[O:59])[O:57][CH3:58])[CH:52]([CH3:54])[CH3:53])=[O:50])[NH:41][CH:42]=1.C1CCN2C(=NCCC2)CC1.O. The catalyst is CN(C=O)C.C1C=CC(P(C2C=CC=CC=2)[C-]2C=CC=C2)=CC=1.C1C=CC(P(C2C=CC=CC=2)[C-]2C=CC=C2)=CC=1.Cl[Pd]Cl.[Fe+2].C(Cl)Cl.[Cu]I. The product is [CH3:58][O:57][C:56]([NH:55][C@@H:51]([CH:52]([CH3:54])[CH3:53])[C:49]([N:44]1[CH2:45][C@@H:46]([CH3:48])[CH2:47][C@H:43]1[C:40]1[NH:41][CH:42]=[C:38]([C:26]#[C:25][C:22]2[CH:23]=[CH:24][C:19]([C:18]#[C:17][C:15]3[N:16]=[C:12]([C@H:7]4[CH2:8][C@H:9]([CH3:11])[CH2:10][N:6]4[C:4]([C@@H:3]([NH:31][C:32](=[O:35])[O:33][CH3:34])[CH:2]([CH3:36])[CH3:1])=[O:5])[NH:13][CH:14]=3)=[CH:20][CH:21]=2)[N:39]=1)=[O:50])=[O:59]. The yield is 0.0452.